Dataset: Forward reaction prediction with 1.9M reactions from USPTO patents (1976-2016). Task: Predict the product of the given reaction. (1) Given the reactants [CH2:1]([N:3]([CH2:23][CH3:24])[C:4]([C:6]1[CH:19]=[CH:18][C:9]([NH:10][CH2:11][CH2:12][C:13]([O:15][CH2:16][CH3:17])=[O:14])=[C:8]([N+:20]([O-])=O)[CH:7]=1)=[O:5])[CH3:2], predict the reaction product. The product is: [NH2:20][C:8]1[CH:7]=[C:6]([C:4]([N:3]([CH2:23][CH3:24])[CH2:1][CH3:2])=[O:5])[CH:19]=[CH:18][C:9]=1[NH:10][CH2:11][CH2:12][C:13]([O:15][CH2:16][CH3:17])=[O:14]. (2) Given the reactants I[C:2]1[CH:3]=[C:4]([CH:8]([O:15][CH:16]2[CH2:21][CH2:20][N:19]([CH3:22])[CH2:18][CH2:17]2)[C:9]2[CH:14]=[CH:13][CH:12]=[CH:11][N:10]=2)[CH:5]=[CH:6][CH:7]=1.[CH2:23]([N:29]1[C:33](=[O:34])[C:32]2=[CH:35][CH:36]=[CH:37][CH:38]=[C:31]2[C:30]1=[O:39])[CH2:24][CH2:25][CH2:26][C:27]#[CH:28].C(N(CC)CC)C, predict the reaction product. The product is: [CH3:22][N:19]1[CH2:20][CH2:21][CH:16]([O:15][CH:8]([C:9]2[CH:14]=[CH:13][CH:12]=[CH:11][N:10]=2)[C:4]2[CH:3]=[C:2]([C:28]#[C:27][CH2:26][CH2:25][CH2:24][CH2:23][N:29]3[C:33](=[O:34])[C:32]4[C:31](=[CH:38][CH:37]=[CH:36][CH:35]=4)[C:30]3=[O:39])[CH:7]=[CH:6][CH:5]=2)[CH2:17][CH2:18]1.